Dataset: Peptide-MHC class I binding affinity with 185,985 pairs from IEDB/IMGT. Task: Regression. Given a peptide amino acid sequence and an MHC pseudo amino acid sequence, predict their binding affinity value. This is MHC class I binding data. (1) The peptide sequence is AEHFENQVL. The MHC is HLA-B08:02 with pseudo-sequence HLA-B08:02. The binding affinity (normalized) is 0.0847. (2) The peptide sequence is FIPIIYSKA. The MHC is HLA-A02:02 with pseudo-sequence HLA-A02:02. The binding affinity (normalized) is 1.00. (3) The binding affinity (normalized) is 0.171. The MHC is HLA-A31:01 with pseudo-sequence HLA-A31:01. The peptide sequence is PLMGGAYIAFPTSCHMFI. (4) The peptide sequence is ATVLMGLGK. The MHC is HLA-A11:01 with pseudo-sequence HLA-A11:01. The binding affinity (normalized) is 0.746. (5) The peptide sequence is DYNFVKQLF. The MHC is HLA-B53:01 with pseudo-sequence HLA-B53:01. The binding affinity (normalized) is 0.213. (6) The peptide sequence is FANVISKIYT. The MHC is HLA-A02:06 with pseudo-sequence HLA-A02:06. The binding affinity (normalized) is 0.315. (7) The peptide sequence is KVNSTLEQY. The MHC is HLA-A33:01 with pseudo-sequence HLA-A33:01. The binding affinity (normalized) is 0. (8) The peptide sequence is LLTEVETYV. The MHC is HLA-A02:19 with pseudo-sequence HLA-A02:19. The binding affinity (normalized) is 0.936. (9) The peptide sequence is RALIKTLPRASYSSH. The MHC is HLA-B53:01 with pseudo-sequence HLA-B53:01. The binding affinity (normalized) is 0.00624. (10) The peptide sequence is WYKMWRVSK. The MHC is HLA-A80:01 with pseudo-sequence HLA-A80:01. The binding affinity (normalized) is 0.0847.